This data is from Reaction yield outcomes from USPTO patents with 853,638 reactions. The task is: Predict the reaction yield, written as a fraction of the theoretical maximum amount of product (1.0 means a 100% yield; for example, 0.34 means a 34% yield). The reactants are FC(F)(F)S([O:6][S:7]([C:10]([F:13])([F:12])[F:11])(=[O:9])=[O:8])(=O)=O.[F:16][C:17]1([F:46])[C:44]2[C:39](=[CH:40][CH:41]=[C:42](O)[CH:43]=2)[C:20]2=[N:21][O:22][C:23]([C:24]3[C:28]([C:29]([F:32])([F:31])[F:30])=[C:27]([C:33]4[CH:38]=[CH:37][CH:36]=[CH:35][CH:34]=4)[O:26][N:25]=3)=[C:19]2[CH2:18]1. The catalyst is N1C=CC=CC=1. The product is [F:13][C:10]([F:11])([F:12])[S:7]([O:6][C:42]1[CH:43]=[C:44]2[C:39](=[CH:40][CH:41]=1)[C:20]1=[N:21][O:22][C:23]([C:24]3[C:28]([C:29]([F:31])([F:30])[F:32])=[C:27]([C:33]4[CH:38]=[CH:37][CH:36]=[CH:35][CH:34]=4)[O:26][N:25]=3)=[C:19]1[CH2:18][C:17]2([F:46])[F:16])(=[O:8])=[O:9]. The yield is 0.920.